This data is from Forward reaction prediction with 1.9M reactions from USPTO patents (1976-2016). The task is: Predict the product of the given reaction. (1) Given the reactants [C:1]([O:5][C:6]([N:8]1[CH2:13][CH2:12][NH:11][CH:10]([CH3:14])[CH2:9]1)=[O:7])([CH3:4])([CH3:3])[CH3:2].[I:15][C:16]1[CH:24]=[CH:23][C:22]([S:25]([CH3:28])(=[O:27])=[O:26])=[CH:21][C:17]=1[C:18](O)=[O:19].C(N(C(C)C)C(C)C)C.CN(C(ON1N=NC2C=CC=CC1=2)=[N+](C)C)C.[B-](F)(F)(F)F, predict the reaction product. The product is: [C:1]([O:5][C:6]([N:8]1[CH2:13][CH2:12][N:11]([C:18](=[O:19])[C:17]2[CH:21]=[C:22]([S:25]([CH3:28])(=[O:27])=[O:26])[CH:23]=[CH:24][C:16]=2[I:15])[CH:10]([CH3:14])[CH2:9]1)=[O:7])([CH3:4])([CH3:2])[CH3:3]. (2) The product is: [F:32][C:2]([F:1])([F:33])[C:3]([N:5]1[CH2:14][CH2:13][C:12]2[C:7](=[CH:8][CH:9]=[C:10]([OH:15])[CH:11]=2)[CH:6]1[CH:17]1[CH2:18][CH2:19][N:20]([S:23]([C:26]2[N:27]=[CH:28][N:29]([CH3:31])[CH:30]=2)(=[O:25])=[O:24])[CH2:21][CH2:22]1)=[O:4]. Given the reactants [F:1][C:2]([F:33])([F:32])[C:3]([N:5]1[CH2:14][CH2:13][C:12]2[C:7](=[CH:8][CH:9]=[C:10]([O:15]C)[CH:11]=2)[CH:6]1[CH:17]1[CH2:22][CH2:21][N:20]([S:23]([C:26]2[N:27]=[CH:28][N:29]([CH3:31])[CH:30]=2)(=[O:25])=[O:24])[CH2:19][CH2:18]1)=[O:4].B(Br)(Br)Br.CO.C([O-])(O)=O.[Na+], predict the reaction product. (3) Given the reactants [CH3:1][O:2][C:3]1[CH:4]=[C:5]2[C:10](=[CH:11][CH:12]=1)[NH:9][CH2:8][CH:7]([CH2:13]CC(O)=O)[CH2:6]2.C(C1C(=O)C(Cl)=C(Cl)[C:22](=[O:23])[C:21]=1C#N)#N.CC([O:36]C)(C)C, predict the reaction product. The product is: [CH3:1][O:2][C:3]1[CH:4]=[C:5]2[C:10](=[CH:11][CH:12]=1)[N:9]=[CH:8][C:7]([C:13]([O:23][CH2:22][CH3:21])=[O:36])=[CH:6]2. (4) Given the reactants [C:1]1(=[O:11])[NH:5][C:4](=[O:6])[C:3]2=[CH:7][CH:8]=[CH:9][CH:10]=[C:2]12.C1(P(C2C=CC=CC=2)C2C=CC=CC=2)C=CC=CC=1.O[CH2:32][CH:33]1[CH2:37][N:36]([C:38]2[CH:43]=[CH:42][C:41]([N:44]3[CH2:49][CH2:48][O:47][CH2:46][CH2:45]3)=[CH:40][CH:39]=2)[C:35](=[O:50])[CH2:34]1.N(C(OCC)=O)=NC(OCC)=O, predict the reaction product. The product is: [N:44]1([C:41]2[CH:40]=[CH:39][C:38]([N:36]3[C:35](=[O:50])[CH2:34][CH:33]([CH2:32][N:5]4[C:1](=[O:11])[C:2]5[C:3](=[CH:7][CH:8]=[CH:9][CH:10]=5)[C:4]4=[O:6])[CH2:37]3)=[CH:43][CH:42]=2)[CH2:49][CH2:48][O:47][CH2:46][CH2:45]1. (5) Given the reactants FC1C=C(F)C=C(F)C=1C(NC1C=CC=C([C:13]([CH:15]2[CH2:20][CH2:19][N:18]([CH3:21])[CH2:17][CH2:16]2)=[O:14])N=1)=O.C(N(CC)C(C1CCN(C)CC1)=O)C.[Br:42][C:43]1[CH:48]=[CH:47][CH:46]=[C:45]([Br:49])[N:44]=1.Br, predict the reaction product. The product is: [BrH:42].[Br:49][C:45]1[N:44]=[C:43]([C:13]([CH:15]2[CH2:20][CH2:19][N:18]([CH3:21])[CH2:17][CH2:16]2)=[O:14])[CH:48]=[CH:47][CH:46]=1. (6) Given the reactants [CH2:1]([CH:8]1[CH:13]=[CH:12][NH:11][NH:10][C:9]1=[O:14])[C:2]1[CH:7]=[CH:6][CH:5]=[CH:4][CH:3]=1.[Se](=O)=O.O, predict the reaction product. The product is: [CH2:1]([C:8]1[C:9](=[O:14])[NH:10][N:11]=[CH:12][CH:13]=1)[C:2]1[CH:3]=[CH:4][CH:5]=[CH:6][CH:7]=1.